Dataset: NCI-60 drug combinations with 297,098 pairs across 59 cell lines. Task: Regression. Given two drug SMILES strings and cell line genomic features, predict the synergy score measuring deviation from expected non-interaction effect. (1) Drug 1: C1=CC(=C2C(=C1NCCNCCO)C(=O)C3=C(C=CC(=C3C2=O)O)O)NCCNCCO. Drug 2: C1=CC(=CC=C1CCCC(=O)O)N(CCCl)CCCl. Cell line: ACHN. Synergy scores: CSS=64.9, Synergy_ZIP=3.00, Synergy_Bliss=3.42, Synergy_Loewe=3.32, Synergy_HSA=7.22. (2) Drug 1: C1=C(C(=O)NC(=O)N1)F. Drug 2: C1=NC(=NC(=O)N1C2C(C(C(O2)CO)O)O)N. Cell line: NCI-H522. Synergy scores: CSS=14.7, Synergy_ZIP=-10.1, Synergy_Bliss=-5.96, Synergy_Loewe=-7.69, Synergy_HSA=-5.93. (3) Drug 1: C1=NC2=C(N=C(N=C2N1C3C(C(C(O3)CO)O)F)Cl)N. Drug 2: C(CC(=O)O)C(=O)CN.Cl. Cell line: A498. Synergy scores: CSS=6.84, Synergy_ZIP=-0.610, Synergy_Bliss=2.43, Synergy_Loewe=0.432, Synergy_HSA=0.615. (4) Drug 1: C1C(C(OC1N2C=NC3=C(N=C(N=C32)Cl)N)CO)O. Drug 2: CC1C(C(CC(O1)OC2CC(OC(C2O)C)OC3=CC4=CC5=C(C(=O)C(C(C5)C(C(=O)C(C(C)O)O)OC)OC6CC(C(C(O6)C)O)OC7CC(C(C(O7)C)O)OC8CC(C(C(O8)C)O)(C)O)C(=C4C(=C3C)O)O)O)O. Cell line: HCT116. Synergy scores: CSS=63.0, Synergy_ZIP=1.39, Synergy_Bliss=3.51, Synergy_Loewe=-5.13, Synergy_HSA=2.57. (5) Drug 1: C1=CC(=C2C(=C1NCCNCCO)C(=O)C3=C(C=CC(=C3C2=O)O)O)NCCNCCO. Drug 2: C1CN(CCN1C(=O)CCBr)C(=O)CCBr. Synergy scores: CSS=17.0, Synergy_ZIP=-0.180, Synergy_Bliss=8.85, Synergy_Loewe=-15.4, Synergy_HSA=3.35. Cell line: MDA-MB-435. (6) Drug 1: C1=CN(C=N1)CC(O)(P(=O)(O)O)P(=O)(O)O. Drug 2: C1C(C(OC1N2C=NC3=C2NC=NCC3O)CO)O. Cell line: NCI-H522. Synergy scores: CSS=1.00, Synergy_ZIP=-0.160, Synergy_Bliss=-0.443, Synergy_Loewe=-1.01, Synergy_HSA=-2.24. (7) Drug 1: C1=NC2=C(N1)C(=S)N=C(N2)N. Drug 2: CN(CC1=CN=C2C(=N1)C(=NC(=N2)N)N)C3=CC=C(C=C3)C(=O)NC(CCC(=O)O)C(=O)O. Cell line: COLO 205. Synergy scores: CSS=37.3, Synergy_ZIP=-7.24, Synergy_Bliss=-6.03, Synergy_Loewe=-7.96, Synergy_HSA=-2.90.